This data is from Reaction yield outcomes from USPTO patents with 853,638 reactions. The task is: Predict the reaction yield, written as a fraction of the theoretical maximum amount of product (1.0 means a 100% yield; for example, 0.34 means a 34% yield). (1) The reactants are [NH2:1][C:2]1[C:3]2[C:10]([C:11]3[CH:16]=[CH:15][C:14]([CH3:17])=[CH:13][CH:12]=3)=[C:9]([CH:18]=O)[N:8]([CH2:20][CH2:21][CH2:22][O:23][Si](C(C)(C)C)(C)C)[C:4]=2[N:5]=[CH:6][N:7]=1.C1CCN2C(=NCCC2)CC1.[C:42]([CH2:44][C:45]([O:47][C:48]([CH3:51])([CH3:50])[CH3:49])=[O:46])#[N:43]. The catalyst is C1COCC1.C(OCC)(=O)C. The product is [NH2:1][C:2]1[C:3]2[C:10]([C:11]3[CH:12]=[CH:13][C:14]([CH3:17])=[CH:15][CH:16]=3)=[C:9]([CH:18]=[C:44]([C:42]#[N:43])[C:45]([O:47][C:48]([CH3:51])([CH3:50])[CH3:49])=[O:46])[N:8]([CH2:20][CH2:21][CH2:22][OH:23])[C:4]=2[N:5]=[CH:6][N:7]=1. The yield is 0.210. (2) The reactants are Cl[S:2]([C:5]1[CH:6]=[C:7]2[C:11](=[CH:12][CH:13]=1)[NH:10][C:9](=[O:14])[CH2:8]2)(=[O:4])=[O:3].[NH:15]1[CH2:20][CH2:19][O:18][CH2:17][CH2:16]1. The catalyst is ClCCl. The product is [O:18]1[CH2:19][CH2:20][N:15]([S:2]([C:5]2[CH:6]=[C:7]3[C:11](=[CH:12][CH:13]=2)[NH:10][C:9](=[O:14])[CH2:8]3)(=[O:4])=[O:3])[CH2:16][CH2:17]1. The yield is 0.740. (3) The catalyst is CN(C=O)C. The product is [NH2:34][C:33]1[N:25]=[CH:26][N:27]=[C:28]2[C:32]=1[N:31]=[CH:30][N:29]2[CH2:2][C:3]1[N:12]([C:13]2[CH:18]=[CH:17][CH:16]=[CH:15][C:14]=2[Cl:19])[C:11](=[O:20])[C:10]2[C:5](=[CH:6][C:7]([O:23][CH3:24])=[C:8]([O:21][CH3:22])[CH:9]=2)[N:4]=1. The yield is 0.650. The reactants are Cl[CH2:2][C:3]1[N:12]([C:13]2[CH:18]=[CH:17][CH:16]=[CH:15][C:14]=2[Cl:19])[C:11](=[O:20])[C:10]2[C:5](=[CH:6][C:7]([O:23][CH3:24])=[C:8]([O:21][CH3:22])[CH:9]=2)[N:4]=1.[N:25]1[C:33]([NH2:34])=[C:32]2[C:28]([N:29]=[CH:30][NH:31]2)=[N:27][CH:26]=1.C([O-])([O-])=O.[K+].[K+].